This data is from Full USPTO retrosynthesis dataset with 1.9M reactions from patents (1976-2016). The task is: Predict the reactants needed to synthesize the given product. (1) Given the product [CH:30]1([C:33]([NH:1][C:2]2[N:3]=[C:4]3[CH:9]=[CH:8][C:7]([O:10][C:11]4[CH:16]=[CH:15][C:14]([NH:17][C:18](=[O:27])[O:19][CH2:20][C:21]5[CH:26]=[CH:25][CH:24]=[CH:23][CH:22]=5)=[C:13]([F:28])[CH:12]=4)=[CH:6][N:5]3[CH:29]=2)=[O:34])[CH2:32][CH2:31]1, predict the reactants needed to synthesize it. The reactants are: [NH2:1][C:2]1[N:3]=[C:4]2[CH:9]=[CH:8][C:7]([O:10][C:11]3[CH:16]=[CH:15][C:14]([NH:17][C:18](=[O:27])[O:19][CH2:20][C:21]4[CH:26]=[CH:25][CH:24]=[CH:23][CH:22]=4)=[C:13]([F:28])[CH:12]=3)=[CH:6][N:5]2[CH:29]=1.[CH:30]1([C:33](Cl)=[O:34])[CH2:32][CH2:31]1.O.C(=O)([O-])O.[Na+]. (2) Given the product [C:2]([N+:6]([O-:7])=[CH:19][C:17]1[CH:16]=[CH:15][CH:14]=[C:13]([NH:12][C:10](=[O:11])[C:9]([CH3:21])([CH3:8])[CH3:22])[N:18]=1)([CH3:5])([CH3:4])[CH3:3], predict the reactants needed to synthesize it. The reactants are: Cl.[C:2]([NH:6][OH:7])([CH3:5])([CH3:4])[CH3:3].[CH3:8][C:9]([CH3:22])([CH3:21])[C:10]([NH:12][C:13]1[N:18]=[C:17]([CH:19]=O)[CH:16]=[CH:15][CH:14]=1)=[O:11]. (3) Given the product [CH3:1][O:2][C@H:3]1[C@@H:9]2[O:10][CH2:11][C@H:12]([O:13][S:21]([CH3:20])(=[O:23])=[O:22])[C@@H:8]2[O:7][C@@H:4]1[O:5][CH3:6], predict the reactants needed to synthesize it. The reactants are: [CH3:1][O:2][C@H:3]1[C@@H:9]2[O:10][CH2:11][C@@H:12]([OH:13])[C@@H:8]2[O:7][C@@H:4]1[O:5][CH3:6].N1C=CC=CC=1.[CH3:20][S:21](Cl)(=[O:23])=[O:22]. (4) Given the product [Cl:13][C:14]1[CH:19]=[C:18]([F:20])[CH:17]=[CH:16][C:15]=1[S:21]([NH:1][C:2]1[S:3][CH:4]=[C:5]([CH2:7][C:8]([O:10][CH2:11][CH3:12])=[O:9])[N:6]=1)(=[O:23])=[O:22], predict the reactants needed to synthesize it. The reactants are: [NH2:1][C:2]1[S:3][CH:4]=[C:5]([CH2:7][C:8]([O:10][CH2:11][CH3:12])=[O:9])[N:6]=1.[Cl:13][C:14]1[CH:19]=[C:18]([F:20])[CH:17]=[CH:16][C:15]=1[S:21](Cl)(=[O:23])=[O:22]. (5) Given the product [Br:1][C:2]1[CH:3]=[CH:4][C:5]([O:17][CH3:18])=[C:6]([C:8]([C:10]2[CH:15]=[CH:14][C:13]([NH:47][C:46]3[CH:48]=[CH:49][C:50]([F:52])=[CH:51][C:45]=3[F:44])=[CH:12][CH:11]=2)=[O:9])[CH:7]=1, predict the reactants needed to synthesize it. The reactants are: [Br:1][C:2]1[CH:3]=[CH:4][C:5]([O:17][CH3:18])=[C:6]([C:8]([C:10]2[CH:15]=[CH:14][C:13](Br)=[CH:12][CH:11]=2)=[O:9])[CH:7]=1.C1C=CC(P(C2C=CC=CC=2)C2C=CC=CC=2)=CC=1.C([O-])([O-])=O.[Cs+].[Cs+].[F:44][C:45]1[CH:51]=[C:50]([F:52])[CH:49]=[CH:48][C:46]=1[NH2:47]. (6) Given the product [OH:18][C:14]1[CH:13]=[C:12]([C:11]2[C:6]3[N:5]=[C:4]([C:25]([OH:27])=[O:26])[CH:3]=[C:2]([N:32]([CH2:31][CH2:30][O:29][CH3:28])[CH3:33])[C:7]=3[N:8]=[C:9]([N:19]3[CH2:24][CH2:23][O:22][CH2:21][CH2:20]3)[N:10]=2)[CH:17]=[CH:16][CH:15]=1, predict the reactants needed to synthesize it. The reactants are: Cl[C:2]1[C:7]2[N:8]=[C:9]([N:19]3[CH2:24][CH2:23][O:22][CH2:21][CH2:20]3)[N:10]=[C:11]([C:12]3[CH:17]=[CH:16][CH:15]=[C:14]([OH:18])[CH:13]=3)[C:6]=2[N:5]=[C:4]([C:25]([OH:27])=[O:26])[CH:3]=1.[CH3:28][O:29][CH2:30][CH2:31][NH:32][CH3:33]. (7) Given the product [F:1][C:2]1[CH:3]=[C:4]([NH:9][C:10](=[O:18])[CH:11]([CH3:17])[C:12]([OH:14])=[O:13])[CH:5]=[C:6]([F:8])[CH:7]=1, predict the reactants needed to synthesize it. The reactants are: [F:1][C:2]1[CH:3]=[C:4]([NH:9][C:10](=[O:18])[CH:11]([CH3:17])[C:12]([O:14]CC)=[O:13])[CH:5]=[C:6]([F:8])[CH:7]=1.[OH-].[Na+]. (8) Given the product [CH:15]([C:6]1[CH:5]=[C:4]([CH2:17][C:18]([O:20][CH3:21])=[O:19])[CH:3]=[C:2]([B:22]2[O:26][C:25]([CH3:28])([CH3:27])[C:24]([CH3:30])([CH3:29])[O:23]2)[C:7]=1[O:8][CH2:9][O:10][CH2:11][CH2:12][O:13][CH3:14])=[O:16].[CH:15]([C:6]1[C:7]([O:8][CH2:9][O:10][CH2:11][CH2:12][O:13][CH3:14])=[CH:2][CH:3]=[C:4]([CH2:17][C:18]([O:20][CH3:21])=[O:19])[CH:5]=1)=[O:16], predict the reactants needed to synthesize it. The reactants are: Br[C:2]1[CH:3]=[C:4]([CH2:17][C:18]([O:20][CH3:21])=[O:19])[CH:5]=[C:6]([CH:15]=[O:16])[C:7]=1[O:8][CH2:9][O:10][CH2:11][CH2:12][O:13][CH3:14].[B:22]1([B:22]2[O:26][C:25]([CH3:28])([CH3:27])[C:24]([CH3:30])([CH3:29])[O:23]2)[O:26][C:25]([CH3:28])([CH3:27])[C:24]([CH3:30])([CH3:29])[O:23]1. (9) The reactants are: [Cl:1][C:2]1[C:3]2[C:12]([F:13])=[CH:11][CH:10]=[CH:9][C:4]=2[S:5][C:6]=1[CH2:7][OH:8]. Given the product [Cl:1][C:2]1[C:3]2[C:12]([F:13])=[CH:11][CH:10]=[CH:9][C:4]=2[S:5][C:6]=1[CH:7]=[O:8], predict the reactants needed to synthesize it. (10) Given the product [C:11]([C:8]1[NH:9][C:10]2[C:6]([C:7]=1[S:14]([N:17]1[CH2:22][CH2:21][O:20][C@H:19]([CH2:23][O:24][C:25]3[CH:26]=[CH:27][CH:28]=[CH:29][CH:30]=3)[CH2:18]1)(=[O:16])=[O:15])=[CH:5][C:4]([Cl:31])=[CH:3][C:2]=2[NH:1][CH2:32][C:34]1[CH:42]=[CH:41][C:37]([C:38]([OH:40])=[O:39])=[CH:36][CH:35]=1)(=[O:12])[NH2:13], predict the reactants needed to synthesize it. The reactants are: [NH2:1][C:2]1[CH:3]=[C:4]([Cl:31])[CH:5]=[C:6]2[C:10]=1[NH:9][C:8]([C:11]([NH2:13])=[O:12])=[C:7]2[S:14]([N:17]1[CH2:22][CH2:21][O:20][C@H:19]([CH2:23][O:24][C:25]2[CH:30]=[CH:29][CH:28]=[CH:27][CH:26]=2)[CH2:18]1)(=[O:16])=[O:15].[CH:32]([C:34]1[CH:42]=[CH:41][C:37]([C:38]([OH:40])=[O:39])=[CH:36][CH:35]=1)=O.